From a dataset of Full USPTO retrosynthesis dataset with 1.9M reactions from patents (1976-2016). Predict the reactants needed to synthesize the given product. (1) Given the product [NH2:37][C:36]1[C:31]2[CH:30]=[CH:29][N:28]([C@@H:20]3[CH2:19][C@H:18]([CH2:17][N:15]([CH:13]4[CH2:12][CH:11]([CH2:10][CH2:9][C:7]5[NH:8][C:4]6[CH:3]=[C:2]([Cl:1])[C:50]([Cl:51])=[CH:49][C:5]=6[N:6]=5)[CH2:14]4)[CH3:16])[C@@H:22]([OH:23])[C@H:21]3[OH:25])[C:32]=2[N:33]=[CH:34][N:35]=1, predict the reactants needed to synthesize it. The reactants are: [Cl:1][C:2]1[C:50]([Cl:51])=[CH:49][C:5]2[NH:6][C:7]([CH2:9][CH2:10][CH:11]3[CH2:14][CH:13]([N:15]([CH2:17][C@@H:18]4[C@H:22]5[O:23]C(C)(C)[O:25][C@H:21]5[C@H:20]([N:28]5[C:32]6[N:33]=[CH:34][N:35]=[C:36]([NH:37]CC7C=CC(OC)=CC=7OC)[C:31]=6[CH:30]=[CH:29]5)[CH2:19]4)[CH3:16])[CH2:12]3)=[N:8][C:4]=2[CH:3]=1.C([O-])([O-])=O.[K+].[K+]. (2) Given the product [O:24]1[CH:25]=[CH:26][N:27]=[C:23]1[C:2]1[CH:3]=[CH:4][C:5]2[N:6]([CH2:15][CH2:16][CH3:17])[C:7]3[C:12]([C:13]=2[CH:14]=1)=[CH:11][CH:10]=[CH:9][CH:8]=3, predict the reactants needed to synthesize it. The reactants are: Br[C:2]1[CH:3]=[CH:4][C:5]2[N:6]([CH2:15][CH2:16][CH3:17])[C:7]3[C:12]([C:13]=2[CH:14]=1)=[CH:11][CH:10]=[CH:9][CH:8]=3.C([Sn](CCCC)(CCCC)[C:23]1[O:24][CH:25]=[CH:26][N:27]=1)CCC.[Cl-].[Li+].